Dataset: Peptide-MHC class II binding affinity with 134,281 pairs from IEDB. Task: Regression. Given a peptide amino acid sequence and an MHC pseudo amino acid sequence, predict their binding affinity value. This is MHC class II binding data. (1) The peptide sequence is AFIYKLLELLAERDD. The MHC is DRB1_0405 with pseudo-sequence DRB1_0405. The binding affinity (normalized) is 0.525. (2) The peptide sequence is GDGFIDFNEFISFCN. The MHC is HLA-DPA10201-DPB10501 with pseudo-sequence HLA-DPA10201-DPB10501. The binding affinity (normalized) is 0.619. (3) The peptide sequence is DYEYKVSKLVSRLVI. The MHC is DRB1_0405 with pseudo-sequence DRB1_0405. The binding affinity (normalized) is 0.306. (4) The peptide sequence is SKGGMRNVFDEVIPT. The MHC is DRB1_1602 with pseudo-sequence DRB1_1602. The binding affinity (normalized) is 0.193. (5) The peptide sequence is TIAWFRMGGNCAIPITVMEYTECSYNKS. The MHC is DRB4_0101 with pseudo-sequence DRB4_0103. The binding affinity (normalized) is 0.314. (6) The binding affinity (normalized) is 0.157. The peptide sequence is FGDYKTTICGKGLSATVTGG. The MHC is DRB5_0101 with pseudo-sequence DRB5_0101. (7) The peptide sequence is DGPIRRNPAGNVARP. The MHC is DRB1_0405 with pseudo-sequence DRB1_0405. The binding affinity (normalized) is 0.0432.